From a dataset of Catalyst prediction with 721,799 reactions and 888 catalyst types from USPTO. Predict which catalyst facilitates the given reaction. (1) Reactant: Cl[CH2:2][C:3]1[CH:4]=[C:5]([N:9]2[C:14]([CH3:15])=[CH:13][C:12]([O:16][CH2:17][C:18]3[CH:23]=[CH:22][C:21]([F:24])=[CH:20][C:19]=3[F:25])=[CH:11][C:10]2=[O:26])[CH:6]=[CH:7][CH:8]=1.[CH3:27][NH:28][CH3:29]. Product: [F:25][C:19]1[CH:20]=[C:21]([F:24])[CH:22]=[CH:23][C:18]=1[CH2:17][O:16][C:12]1[CH:13]=[C:14]([CH3:15])[N:9]([C:5]2[CH:6]=[CH:7][CH:8]=[C:3]([CH2:2][N:28]([CH3:29])[CH3:27])[CH:4]=2)[C:10](=[O:26])[CH:11]=1. The catalyst class is: 5. (2) Reactant: N1[C:5]([C:6]2[CH:11]=[CH:10][C:9]([Br:12])=[CH:8][N:7]=2)=[N:4][N:3]=N1.N1C=CC=CC=1.[C:19](OCC)(=[O:21])[CH3:20]. Product: [CH3:20][C:19]1[O:21][C:5]([C:6]2[CH:11]=[CH:10][C:9]([Br:12])=[CH:8][N:7]=2)=[N:4][N:3]=1. The catalyst class is: 152. (3) Product: [CH3:26][S:25][C:24]([S:27][CH3:28])=[C:8]1[C:9](=[O:12])[CH:10]=[CH:11][N:6]([CH2:5][CH:1]2[CH2:2][CH2:3][CH2:4]2)[C:7]1=[O:13]. The catalyst class is: 12. Reactant: [CH:1]1([CH2:5][N:6]2[CH:11]=[CH:10][C:9]([OH:12])=[CH:8][C:7]2=[O:13])[CH2:4][CH2:3][CH2:2]1.N1C=CC=CC=1.S(OC)(O[C:24](SC)([S:27][CH3:28])[S:25][CH3:26])(=O)=O. (4) Reactant: C([O:8][C:9]1[CH:14]=[CH:13][CH:12]=[CH:11][C:10]=1[NH:15][C:16](=[O:36])[C@H:17]([NH:26][C@H:27]([C:32]([O:34][CH3:35])=[O:33])[CH2:28][CH:29]([CH3:31])[CH3:30])[C:18]1[CH:23]=[CH:22][C:21]([F:24])=[CH:20][C:19]=1[F:25])C1C=CC=CC=1. Product: [F:25][C:19]1[CH:20]=[C:21]([F:24])[CH:22]=[CH:23][C:18]=1[C@@H:17]([NH:26][C@H:27]([C:32]([O:34][CH3:35])=[O:33])[CH2:28][CH:29]([CH3:30])[CH3:31])[C:16]([NH:15][C:10]1[CH:11]=[CH:12][CH:13]=[CH:14][C:9]=1[OH:8])=[O:36]. The catalyst class is: 153. (5) The catalyst class is: 121. Reactant: [OH:1][NH2:2].C([O:5][C:6](=O)[CH2:7][CH2:8][CH2:9][CH2:10][CH2:11][CH2:12][N:13]([C:27]1[CH:32]=[CH:31][CH:30]=[CH:29][N:28]=1)[C:14]1[CH:19]=[C:18]([C:20]2[CH:21]=[C:22]([CH3:26])[CH:23]=[CH:24][CH:25]=2)[CH:17]=[CH:16][N:15]=1)C. Product: [OH:1][NH:2][C:6](=[O:5])[CH2:7][CH2:8][CH2:9][CH2:10][CH2:11][CH2:12][N:13]([C:27]1[CH:32]=[CH:31][CH:30]=[CH:29][N:28]=1)[C:14]1[CH:19]=[C:18]([C:20]2[CH:21]=[C:22]([CH3:26])[CH:23]=[CH:24][CH:25]=2)[CH:17]=[CH:16][N:15]=1. (6) Reactant: [F:1][CH:2]([F:12])[C:3]1[C:7]([C:8](Cl)=[O:9])=[CH:6][N:5]([CH3:11])[N:4]=1.Cl.[Cl:14][C:15]1[CH:20]=[C:19]([Cl:21])[CH:18]=[CH:17][C:16]=1[C:22]([F:26])(C)[CH2:23][NH2:24].C(N(CC)CC)C. Product: [Cl:14][C:15]1[CH:20]=[C:19]([Cl:21])[CH:18]=[CH:17][C:16]=1[CH:22]([F:26])[CH2:23][NH:24][C:8]([C:7]1[C:3]([CH:2]([F:12])[F:1])=[N:4][N:5]([CH3:11])[CH:6]=1)=[O:9]. The catalyst class is: 4. (7) Reactant: Cl[C:2]1[N:7]=[C:6](Cl)[C:5]([F:9])=[CH:4][N:3]=1.[NH2:10][C:11]1[CH:12]=[C:13]([CH:15]=[CH:16][C:17]=1[N+:18]([O-:20])=[O:19])[NH2:14]. Product: [NH2:10][C:11]1[CH:12]=[C:13]([NH:14][C:2]2[N:7]=[C:6]([NH:14][C:13]3[CH:15]=[CH:16][C:17]([N+:18]([O-:20])=[O:19])=[C:11]([NH2:10])[CH:12]=3)[C:5]([F:9])=[CH:4][N:3]=2)[CH:15]=[CH:16][C:17]=1[N+:18]([O-:20])=[O:19]. The catalyst class is: 24. (8) Reactant: [Cl:1][C:2]1[CH:7]=[CH:6][CH:5]=[C:4]([Cl:8])[C:3]=1[CH2:9][OH:10].[H-].[Na+].Cl[C:14]1[N:15]=[C:16]([OH:24])[C:17]2[CH:23]=[CH:22][N:21]=[CH:20][C:18]=2[N:19]=1. Product: [Cl:1][C:2]1[CH:7]=[CH:6][CH:5]=[C:4]([Cl:8])[C:3]=1[CH2:9][O:10][C:14]1[N:15]=[C:16]([OH:24])[C:17]2[CH:23]=[CH:22][N:21]=[CH:20][C:18]=2[N:19]=1. The catalyst class is: 44. (9) Reactant: [CH3:1][O:2][C:3]1[CH:10]=[CH:9][CH:8]=[CH:7][C:4]=1[CH2:5][OH:6].[H-].[Na+].[F:13][C:14]1[CH:21]=[CH:20][CH:19]=[C:18](F)[C:15]=1[C:16]#[N:17]. Product: [F:13][C:14]1[CH:21]=[CH:20][C:19]([O:6][CH2:5][C:4]2[CH:7]=[CH:8][CH:9]=[CH:10][C:3]=2[O:2][CH3:1])=[CH:18][C:15]=1[C:16]#[N:17]. The catalyst class is: 9.